The task is: Predict the reactants needed to synthesize the given product.. This data is from Full USPTO retrosynthesis dataset with 1.9M reactions from patents (1976-2016). (1) The reactants are: C(OC(=O)[N:7]([CH2:28][C:29]1[CH:38]=[CH:37][C:32]2[O:33][CH2:34][CH2:35][O:36][C:31]=2[CH:30]=1)[CH:8]1[CH2:13][CH2:12][N:11]([CH2:14][CH2:15][N:16]2[C:25]3[C:20](=[C:21]([NH2:26])[CH:22]=[CH:23][CH:24]=3)[CH:19]=[CH:18][C:17]2=[O:27])[CH2:10][CH2:9]1)(C)(C)C.[ClH:40].O1CCOCC1. Given the product [ClH:40].[O:33]1[C:32]2[CH:37]=[CH:38][C:29]([CH2:28][NH:7][CH:8]3[CH2:13][CH2:12][N:11]([CH2:14][CH2:15][N:16]4[C:25]5[C:20](=[C:21]([NH2:26])[CH:22]=[CH:23][CH:24]=5)[CH:19]=[CH:18][C:17]4=[O:27])[CH2:10][CH2:9]3)=[CH:30][C:31]=2[O:36][CH2:35][CH2:34]1, predict the reactants needed to synthesize it. (2) The reactants are: [N:1]([CH2:4][C:5]1[C:13]([C:14]#[N:15])=[CH:12][C:8]([C:9]([OH:11])=O)=[C:7]([O:16][CH2:17][CH3:18])[CH:6]=1)=[N+:2]=[N-:3].O1CCCC1.CN.[CH2:26]([N:28](CC)CC)C. Given the product [CH3:26][NH:28][C:9](=[O:11])[C:8]1[CH:12]=[C:13]([C:14]#[N:15])[C:5]([CH2:4][N:1]=[N+:2]=[N-:3])=[CH:6][C:7]=1[O:16][CH2:17][CH3:18], predict the reactants needed to synthesize it. (3) Given the product [CH3:1][N:2]1[C:3]2[CH:7]=[C:6]([C:8]3[CH:9]=[CH:10][N:11]=[CH:12][CH:13]=3)[S:5][C:4]=2[C:14](=[O:15])[NH:16][C:21]21[CH2:22][CH2:23][CH2:18][CH2:28]2, predict the reactants needed to synthesize it. The reactants are: [CH3:1][NH:2][C:3]1[CH:7]=[C:6]([C:8]2[CH:13]=[CH:12][N:11]=[CH:10][CH:9]=2)[S:5][C:4]=1[C:14]([NH2:16])=[O:15].O.[C:18]1([CH3:28])[CH:23]=[CH:22][C:21](S(O)(=O)=O)=CC=1.C1(=O)CCCC1. (4) The reactants are: [NH2:1][CH:2]1[CH2:7][CH2:6][CH2:5][CH:4]([NH:8][C:9]([NH:23][C:24]2[CH:29]=[CH:28][CH:27]=[C:26]([F:30])[CH:25]=2)=[N:10][C:11]([C:13]2[CH:17]=[C:16]([CH3:18])[O:15][C:14]=2[C:19]([F:22])([F:21])[F:20])=[O:12])[CH2:3]1.C(N(C(C)C)CC)(C)C.[CH2:40]([O:42][C:43](Cl)=[O:44])[CH3:41]. Given the product [F:30][C:26]1[CH:25]=[C:24]([NH:23][C:9](=[N:10][C:11]([C:13]2[CH:17]=[C:16]([CH3:18])[O:15][C:14]=2[C:19]([F:20])([F:21])[F:22])=[O:12])[NH:8][CH:4]2[CH2:5][CH2:6][CH2:7][CH:2]([NH:1][C:43](=[O:44])[O:42][CH2:40][CH3:41])[CH2:3]2)[CH:29]=[CH:28][CH:27]=1, predict the reactants needed to synthesize it. (5) Given the product [CH3:20][C:15]1[C:14]([CH2:13][O:1][C:2]2[CH:3]=[CH:4][C:5]([CH2:8][C:9](=[O:11])[CH3:10])=[CH:6][CH:7]=2)=[C:18]([CH3:19])[O:17][N:16]=1, predict the reactants needed to synthesize it. The reactants are: [OH:1][C:2]1[CH:7]=[CH:6][C:5]([CH2:8][C:9](=[O:11])[CH3:10])=[CH:4][CH:3]=1.Cl[CH2:13][C:14]1[C:15]([CH3:20])=[N:16][O:17][C:18]=1[CH3:19].C(=O)([O-])[O-].[K+].[K+].O. (6) Given the product [CH3:3][O:4][C:5]([C:7]1([N:19]([CH:20]=[O:21])[CH3:22])[CH2:11][CH2:10][N:9]([C:12]([O:14][C:15]([CH3:18])([CH3:16])[CH3:17])=[O:13])[CH2:8]1)=[O:6], predict the reactants needed to synthesize it. The reactants are: [H-].[Na+].[CH3:3][O:4][C:5]([C:7]1([NH:19][CH:20]=[O:21])[CH2:11][CH2:10][N:9]([C:12]([O:14][C:15]([CH3:18])([CH3:17])[CH3:16])=[O:13])[CH2:8]1)=[O:6].[CH3:22]N(C=O)C.CI.